This data is from NCI-60 drug combinations with 297,098 pairs across 59 cell lines. The task is: Regression. Given two drug SMILES strings and cell line genomic features, predict the synergy score measuring deviation from expected non-interaction effect. (1) Drug 1: CCC(=C(C1=CC=CC=C1)C2=CC=C(C=C2)OCCN(C)C)C3=CC=CC=C3.C(C(=O)O)C(CC(=O)O)(C(=O)O)O. Drug 2: C1=CC=C(C=C1)NC(=O)CCCCCCC(=O)NO. Cell line: SR. Synergy scores: CSS=36.0, Synergy_ZIP=0.465, Synergy_Bliss=-0.510, Synergy_Loewe=-45.3, Synergy_HSA=-0.828. (2) Drug 1: CCN(CC)CCCC(C)NC1=C2C=C(C=CC2=NC3=C1C=CC(=C3)Cl)OC. Drug 2: CC1=C(C(=O)C2=C(C1=O)N3CC4C(C3(C2COC(=O)N)OC)N4)N. Cell line: M14. Synergy scores: CSS=51.6, Synergy_ZIP=-10.4, Synergy_Bliss=-11.7, Synergy_Loewe=-14.0, Synergy_HSA=-6.98. (3) Drug 1: COC1=C(C=C2C(=C1)N=CN=C2NC3=CC(=C(C=C3)F)Cl)OCCCN4CCOCC4. Drug 2: CC1=C(C(CCC1)(C)C)C=CC(=CC=CC(=CC(=O)O)C)C. Cell line: HOP-92. Synergy scores: CSS=20.8, Synergy_ZIP=-4.52, Synergy_Bliss=-6.84, Synergy_Loewe=-1.10, Synergy_HSA=-1.32. (4) Drug 1: CC1=C(C=C(C=C1)NC2=NC=CC(=N2)N(C)C3=CC4=NN(C(=C4C=C3)C)C)S(=O)(=O)N.Cl. Drug 2: B(C(CC(C)C)NC(=O)C(CC1=CC=CC=C1)NC(=O)C2=NC=CN=C2)(O)O. Cell line: HL-60(TB). Synergy scores: CSS=-8.78, Synergy_ZIP=14.2, Synergy_Bliss=9.73, Synergy_Loewe=-15.4, Synergy_HSA=-10.6. (5) Drug 1: CC1=CC2C(CCC3(C2CCC3(C(=O)C)OC(=O)C)C)C4(C1=CC(=O)CC4)C. Drug 2: COCCOC1=C(C=C2C(=C1)C(=NC=N2)NC3=CC=CC(=C3)C#C)OCCOC.Cl. Cell line: EKVX. Synergy scores: CSS=8.00, Synergy_ZIP=-5.80, Synergy_Bliss=-3.09, Synergy_Loewe=-4.13, Synergy_HSA=-0.537. (6) Drug 1: CCC1=CC2CC(C3=C(CN(C2)C1)C4=CC=CC=C4N3)(C5=C(C=C6C(=C5)C78CCN9C7C(C=CC9)(C(C(C8N6C)(C(=O)OC)O)OC(=O)C)CC)OC)C(=O)OC.C(C(C(=O)O)O)(C(=O)O)O. Drug 2: C1=NC2=C(N=C(N=C2N1C3C(C(C(O3)CO)O)F)Cl)N. Cell line: K-562. Synergy scores: CSS=65.3, Synergy_ZIP=-4.68, Synergy_Bliss=-6.24, Synergy_Loewe=-14.8, Synergy_HSA=-2.96. (7) Drug 1: CC12CCC3C(C1CCC2O)C(CC4=C3C=CC(=C4)O)CCCCCCCCCS(=O)CCCC(C(F)(F)F)(F)F. Drug 2: C1=NNC2=C1C(=O)NC=N2. Cell line: HCT116. Synergy scores: CSS=9.89, Synergy_ZIP=-5.76, Synergy_Bliss=-5.31, Synergy_Loewe=-11.3, Synergy_HSA=-5.89.